Task: Predict the reaction yield, written as a fraction of the theoretical maximum amount of product (1.0 means a 100% yield; for example, 0.34 means a 34% yield).. Dataset: Reaction yield outcomes from USPTO patents with 853,638 reactions (1) The reactants are [CH:1]([C:4]1[CH:9]=[CH:8][C:7]([C:10](=O)[CH:11]([O:13][C:14]2[CH:19]=[C:18]([CH3:20])[CH:17]=[C:16]([CH3:21])[C:15]=2[CH3:22])[CH3:12])=[CH:6][CH:5]=1)([CH3:3])[CH3:2]. The catalyst is C1(C)C=CC=CC=1. The product is [CH:1]([C:4]1[CH:9]=[CH:8][C:7]([C:10]2[C:19]3[C:18]([CH3:20])=[CH:17][C:16]([CH3:21])=[C:15]([CH3:22])[C:14]=3[O:13][C:11]=2[CH3:12])=[CH:6][CH:5]=1)([CH3:3])[CH3:2]. The yield is 0.960. (2) The reactants are [CH3:1][NH:2][S:3]([C:6]1[CH:11]=[CH:10][CH:9]=[CH:8][CH:7]=1)(=[O:5])=[O:4].[CH3:12]OC(OC)N(C)C. No catalyst specified. The product is [CH3:1][N:2]([CH3:12])[S:3]([C:6]1[CH:7]=[CH:8][CH:9]=[CH:10][CH:11]=1)(=[O:4])=[O:5]. The yield is 0.940. (3) The reactants are [F:1][C:2]1[CH:7]=[CH:6][C:5]([C:8]2[O:9][C:10]3[CH:20]=[CH:19][C:18]([C:21]4[CH:22]=[C:23]([CH:27]=[CH:28][CH:29]=4)[C:24](O)=[O:25])=[CH:17][C:11]=3[C:12]=2[C:13](=[O:16])[NH:14][CH3:15])=[CH:4][CH:3]=1.[Cl:30][C:31]1[CH:36]=[CH:35][C:34]([C@H:37]2[CH2:41][CH2:40][CH2:39][C@H:38]2[NH2:42])=[CH:33][CH:32]=1.CN(C(ON1N=NC2C=CC=NC1=2)=[N+](C)C)C.F[P-](F)(F)(F)(F)F.CCN(C(C)C)C(C)C. The catalyst is CO.CN(C=O)C. The product is [Cl:30][C:31]1[CH:32]=[CH:33][C:34]([C@H:37]2[CH2:41][CH2:40][CH2:39][C@H:38]2[NH:42][C:24]([C:23]2[CH:22]=[C:21]([C:18]3[CH:19]=[CH:20][C:10]4[O:9][C:8]([C:5]5[CH:6]=[CH:7][C:2]([F:1])=[CH:3][CH:4]=5)=[C:12]([C:13]([NH:14][CH3:15])=[O:16])[C:11]=4[CH:17]=3)[CH:29]=[CH:28][CH:27]=2)=[O:25])=[CH:35][CH:36]=1. The yield is 0.520.